From a dataset of Peptide-MHC class I binding affinity with 185,985 pairs from IEDB/IMGT. Regression. Given a peptide amino acid sequence and an MHC pseudo amino acid sequence, predict their binding affinity value. This is MHC class I binding data. The peptide sequence is QGLTNPKAF. The MHC is H-2-Db with pseudo-sequence H-2-Db. The binding affinity (normalized) is 0.0981.